This data is from Reaction yield outcomes from USPTO patents with 853,638 reactions. The task is: Predict the reaction yield, written as a fraction of the theoretical maximum amount of product (1.0 means a 100% yield; for example, 0.34 means a 34% yield). (1) The catalyst is O1CCOCC1.O.C1(P([C-]2C=CC=C2)C2C=CC=CC=2)C=CC=CC=1.[C-]1(P(C2C=CC=CC=2)C2C=CC=CC=2)C=CC=C1.[Fe+2].[Pd](Cl)Cl. The product is [F:15][C:16]1[CH:17]=[C:18]([C:2]2[CH:3]=[N:4][CH:5]=[C:6]3[C:11]=2[N:10]=[C:9]([C:12]([NH2:14])=[O:13])[CH:8]=[CH:7]3)[CH:19]=[CH:20][C:21]=1[F:22]. The reactants are Br[C:2]1[CH:3]=[N:4][CH:5]=[C:6]2[C:11]=1[N:10]=[C:9]([C:12]([NH2:14])=[O:13])[CH:8]=[CH:7]2.[F:15][C:16]1[CH:17]=[C:18](B(O)O)[CH:19]=[CH:20][C:21]=1[F:22].C(=O)([O-])[O-].[Cs+].[Cs+]. The yield is 0.880. (2) The reactants are [C:1]([C:4]1[CH:9]=[CH:8][C:7]([S:10]([NH2:13])(=[O:12])=[O:11])=[CH:6][CH:5]=1)(=[O:3])[CH3:2].[CH3:14][O:15][C:16]1[CH:23]=[C:22]([O:24][CH3:25])[C:21]([C:26]2[N:27]([CH3:35])[C:28]3[C:33]([CH:34]=2)=[CH:32][CH:31]=[CH:30][CH:29]=3)=[CH:20][C:17]=1[CH:18]=O. No catalyst specified. The product is [CH3:14][O:15][C:16]1[CH:23]=[C:22]([O:24][CH3:25])[C:21]([C:26]2[N:27]([CH3:35])[C:28]3[C:33]([CH:34]=2)=[CH:32][CH:31]=[CH:30][CH:29]=3)=[CH:20][C:17]=1/[CH:18]=[CH:2]/[C:1]([C:4]1[CH:5]=[CH:6][C:7]([S:10]([NH2:13])(=[O:11])=[O:12])=[CH:8][CH:9]=1)=[O:3]. The yield is 0.900. (3) The reactants are [CH:1]1([NH:4][C:5]([C:7]2[CH:8]=[C:9]([F:31])[C:10]([CH3:30])=[C:11]([C:13]3[C:14]([C:27]([OH:29])=O)=[CH:15][C:16]([C:19]([NH:21][CH2:22][C:23]([CH3:26])([CH3:25])[CH3:24])=[O:20])=[CH:17][CH:18]=3)[CH:12]=2)=[O:6])[CH2:3][CH2:2]1.CN(C(ON1N=NC2C=CC=CC1=2)=[N+](C)C)C.F[P-](F)(F)(F)(F)F.CCN(CC)CC.[CH2:63]([O:65][CH2:66][CH2:67][CH2:68][NH2:69])[CH3:64]. The catalyst is CN(C=O)C. The product is [CH:1]1([NH:4][C:5]([C:7]2[CH:12]=[C:11]([C:13]3[C:14]([C:27]([NH:69][CH2:68][CH2:67][CH2:66][O:65][CH2:63][CH3:64])=[O:29])=[CH:15][C:16]([C:19]([NH:21][CH2:22][C:23]([CH3:26])([CH3:25])[CH3:24])=[O:20])=[CH:17][CH:18]=3)[C:10]([CH3:30])=[C:9]([F:31])[CH:8]=2)=[O:6])[CH2:2][CH2:3]1. The yield is 0.660. (4) The reactants are [C:1]1(C)C=CC=CC=1.I[C:9]1[CH:18]=[CH:17][CH:16]=[CH:15][C:10]=1[C:11]([O:13][CH3:14])=[O:12].[C:19]([C:21]1([OH:30])[CH:26]([CH3:27])[CH2:25][CH2:24][CH2:23][C:22]1([CH3:29])[CH3:28])#[CH:20].C(NC(C)C)(C)C. The catalyst is [Cu]I.Cl[Pd](Cl)([P](C1C=CC=CC=1)(C1C=CC=CC=1)C1C=CC=CC=1)[P](C1C=CC=CC=1)(C1C=CC=CC=1)C1C=CC=CC=1.O. The product is [OH:30][C:21]1([C:19]#[C:20][C:9]2[CH:18]=[CH:17][CH:16]=[CH:15][C:10]=2[C:11]([O:13][CH3:14])=[O:12])[C:26]([CH3:1])([CH3:27])[CH:25]2[CH2:28][C:22]1([CH3:29])[CH2:23][CH2:24]2. The yield is 0.440.